This data is from TCR-epitope binding with 47,182 pairs between 192 epitopes and 23,139 TCRs. The task is: Binary Classification. Given a T-cell receptor sequence (or CDR3 region) and an epitope sequence, predict whether binding occurs between them. (1) The epitope is AVFDRKSDAK. The TCR CDR3 sequence is CAISENAGAHQETQYF. Result: 0 (the TCR does not bind to the epitope). (2) The epitope is FLKEKGGL. The TCR CDR3 sequence is CSVWGTGKTYEQYF. Result: 1 (the TCR binds to the epitope). (3) The epitope is ILGLPTQTV. The TCR CDR3 sequence is CASSQGGAGMRAEAFF. Result: 1 (the TCR binds to the epitope). (4) The epitope is VVYRGTTTY. The TCR CDR3 sequence is CASSLRGGRSNEKLFF. Result: 0 (the TCR does not bind to the epitope). (5) Result: 1 (the TCR binds to the epitope). The TCR CDR3 sequence is CASSNSWGSYEQYF. The epitope is GLCTLVAML. (6) The epitope is FLLNKEMYL. The TCR CDR3 sequence is CASTVVASGGAILADTQYF. Result: 0 (the TCR does not bind to the epitope). (7) The epitope is FLPRVFSAV. The TCR CDR3 sequence is CASSLAGGNQETQYF. Result: 1 (the TCR binds to the epitope).